Task: Predict which catalyst facilitates the given reaction.. Dataset: Catalyst prediction with 721,799 reactions and 888 catalyst types from USPTO (1) Reactant: C[O:2][C:3](=O)[C:4]1[CH:9]=[C:8]([O:10][CH3:11])[C:7]([O:12][CH2:13][CH2:14][CH2:15][Cl:16])=[CH:6][C:5]=1[NH2:17].Cl.[CH:20](N)=[NH:21]. Product: [Cl:16][CH2:15][CH2:14][CH2:13][O:12][C:7]1[CH:6]=[C:5]2[C:4]([C:3]([OH:2])=[N:21][CH:20]=[N:17]2)=[CH:9][C:8]=1[O:10][CH3:11]. The catalyst class is: 8. (2) Reactant: C(OC1C(N)=C([C:15]2[N:19]=[C:18]([C:20]3[S:24][C:23]([NH:25][C:26]4[CH:31]=[C:30]([O:32][CH3:33])[C:29]([O:34][CH3:35])=[C:28]([O:36][CH3:37])[CH:27]=4)=[N:22][C:21]=3[NH2:38])[O:17][N:16]=2)C=CC=1C(O)=O)(C)(C)C.[OH-].[Na+]. Product: [NH2:25][C:26]1[CH:27]=[C:28]([C:15]2[N:19]=[C:18]([C:20]3[S:24][C:23]([NH:25][C:26]4[CH:27]=[C:28]([O:36][CH3:37])[C:29]([O:34][CH3:35])=[C:30]([O:32][CH3:33])[CH:31]=4)=[N:22][C:21]=3[NH2:38])[O:17][N:16]=2)[CH:29]=[CH:30][CH:31]=1. The catalyst class is: 330. (3) Reactant: [N:1]1[CH:6]=[CH:5][CH:4]=[CH:3][C:2]=1[N:7]1[CH2:12][CH2:11][NH:10][CH2:9][CH2:8]1.[CH2:13]([NH:20][C:21](=[O:24])[CH2:22]Cl)[C:14]1[CH:19]=[CH:18][CH:17]=[CH:16][CH:15]=1.C(=O)([O-])[O-].[Na+].[Na+]. Product: [CH2:13]([NH:20][C:21](=[O:24])[CH2:22][N:10]1[CH2:9][CH2:8][N:7]([C:2]2[CH:3]=[CH:4][CH:5]=[CH:6][N:1]=2)[CH2:12][CH2:11]1)[C:14]1[CH:19]=[CH:18][CH:17]=[CH:16][CH:15]=1. The catalyst class is: 35. (4) Reactant: [NH2:1][C:2]1[N:3]=[CH:4][C:5]([CH2:8][C:9]([O:11][CH2:12][CH3:13])=[O:10])=[N:6][CH:7]=1.[CH:14](OCC)(OCC)OCC.[N-:24]=[N+:25]=[N-:26].[Na+]. Product: [N:1]1([C:2]2[N:3]=[CH:4][C:5]([CH2:8][C:9]([O:11][CH2:12][CH3:13])=[O:10])=[N:6][CH:7]=2)[CH:14]=[N:26][N:25]=[N:24]1. The catalyst class is: 52. (5) Reactant: [C:1]([O:5][C:6](=[O:36])[NH:7][C@@H:8]([CH2:29][C:30]1[CH:35]=[CH:34][CH:33]=[CH:32][CH:31]=1)[CH2:9][O:10][C:11]1[CH:16]=[CH:15][C:14]([CH:17]=[O:18])=[C:13]([C:19]2[CH:20]=[C:21]3[C:25](=[CH:26][CH:27]=2)[NH:24][N:23]=[C:22]3[CH3:28])[CH:12]=1)([CH3:4])([CH3:3])[CH3:2].[BH4-].[Na+]. Product: [C:1]([O:5][C:6](=[O:36])[NH:7][C@@H:8]([CH2:29][C:30]1[CH:35]=[CH:34][CH:33]=[CH:32][CH:31]=1)[CH2:9][O:10][C:11]1[CH:16]=[CH:15][C:14]([CH2:17][OH:18])=[C:13]([C:19]2[CH:20]=[C:21]3[C:25](=[CH:26][CH:27]=2)[NH:24][N:23]=[C:22]3[CH3:28])[CH:12]=1)([CH3:4])([CH3:2])[CH3:3]. The catalyst class is: 88.